The task is: Predict which catalyst facilitates the given reaction.. This data is from Catalyst prediction with 721,799 reactions and 888 catalyst types from USPTO. Reactant: [F:1][C:2]1[C:11]2[O:10][CH2:9][CH2:8][NH:7][C:6]=2[CH:5]=[CH:4][CH:3]=1.[Cl:12][C:13]1[CH:14]=[C:15]([NH:22][S:23]([C:26]2[CH:31]=[CH:30][C:29]([Cl:32])=[C:28]([C:33]([F:36])([F:35])[F:34])[CH:27]=2)(=[O:25])=[O:24])[C:16]([C:19](O)=[O:20])=[N:17][CH:18]=1.C(P1(=O)OP(CCC)(=O)OP(CCC)(=O)O1)CC. Product: [Cl:32][C:29]1[CH:30]=[CH:31][C:26]([S:23]([NH:22][C:15]2[C:16]([C:19]([N:7]3[C:6]4[CH:5]=[CH:4][CH:3]=[C:2]([F:1])[C:11]=4[O:10][CH2:9][CH2:8]3)=[O:20])=[N:17][CH:18]=[C:13]([Cl:12])[CH:14]=2)(=[O:25])=[O:24])=[CH:27][C:28]=1[C:33]([F:34])([F:36])[F:35]. The catalyst class is: 424.